Dataset: Full USPTO retrosynthesis dataset with 1.9M reactions from patents (1976-2016). Task: Predict the reactants needed to synthesize the given product. (1) Given the product [CH3:30][C:31]([CH3:45])=[CH:32][CH2:33][CH2:34]/[C:35](/[CH3:44])=[CH:36]/[CH2:37][CH2:38]/[C:39](/[CH3:43])=[CH:40]/[CH:41]=[O:42].[CH3:46][C:47]([CH3:61])=[CH:48][CH2:49][CH2:50]/[C:51](/[CH3:60])=[CH:52]/[CH2:53][CH2:54]/[C:55](/[CH3:59])=[CH:56]\[CH:57]=[O:58], predict the reactants needed to synthesize it. The reactants are: OC(CC/C=C(/CCC=C(C)C)\C)(C=C)C.N1C2C(=CC=CC=2O)C=CC=1.O=O.[CH3:30][C:31]([CH3:45])=[CH:32][CH2:33][CH2:34]/[C:35](/[CH3:44])=[CH:36]/[CH2:37][CH2:38]/[C:39](/[CH3:43])=[CH:40]/[CH:41]=[O:42].[CH3:46][C:47]([CH3:61])=[CH:48][CH2:49][CH2:50]/[C:51](/[CH3:60])=[CH:52]/[CH2:53][CH2:54]/[C:55](/[CH3:59])=[CH:56]\[CH:57]=[O:58]. (2) Given the product [CH2:1]([O:3][C:4]([C:5]1[CH:16]=[C:15]([CH2:18][CH2:19][O:20][CH2:21][CH3:22])[N:7]2[C:6]=1[C:11]([Cl:12])=[CH:10][CH:9]=[CH:8]2)=[O:13])[CH3:2], predict the reactants needed to synthesize it. The reactants are: [CH2:1]([O:3][C:4](=[O:13])[CH2:5][C:6]1[C:11]([Cl:12])=[CH:10][CH:9]=[CH:8][N:7]=1)[CH3:2].Br[CH:15]([CH2:18][CH2:19][O:20][CH2:21][CH3:22])[CH:16]=O.C(=O)(O)[O-].[Na+]. (3) Given the product [CH3:14][C:15](=[C:21]([CH3:26])[CH:22]([CH3:25])[CH2:23][CH3:24])[C:16]([O:18][CH2:19][CH3:20])=[O:17].[CH3:14][C:15](=[C:21]([CH3:26])[CH:22]([CH3:25])[CH2:23][CH3:24])[C:16]([OH:18])=[O:17], predict the reactants needed to synthesize it. The reactants are: CC(CC)C(=O)C.C(OC#CC)C.[CH3:14][C:15](=[C:21]([CH3:26])[CH:22]([CH3:25])[CH2:23][CH3:24])[C:16]([O:18][CH2:19][CH3:20])=[O:17].[OH-].[K+].P(=O)(O)(O)O. (4) The reactants are: [F:1][C:2]([F:19])([F:18])[CH:3]([NH:10]C(=O)OC(C)(C)C)[CH2:4][CH2:5][S:6]([CH3:9])(=[O:8])=[O:7].FC(F)(F)C(O)=O. Given the product [F:19][C:2]([F:1])([F:18])[CH:3]([NH2:10])[CH2:4][CH2:5][S:6]([CH3:9])(=[O:7])=[O:8], predict the reactants needed to synthesize it. (5) The reactants are: [Cl:1][C:2]1[CH:19]=[CH:18][C:17]([Cl:20])=[CH:16][C:3]=1[CH2:4][N:5]1[CH2:10][CH2:9][NH:8][C:7]2[N:11]=[CH:12][C:13](I)=[CH:14][C:6]1=2.[CH3:21][N:22]([CH3:26])[CH2:23][C:24]#[CH:25]. Given the product [Cl:1][C:2]1[CH:19]=[CH:18][C:17]([Cl:20])=[CH:16][C:3]=1[CH2:4][N:5]1[CH2:10][CH2:9][NH:8][C:7]2[N:11]=[CH:12][C:13]([C:25]#[C:24][CH2:23][N:22]([CH3:26])[CH3:21])=[CH:14][C:6]1=2, predict the reactants needed to synthesize it. (6) Given the product [Br:6][C:7]1[CH:8]=[CH:9][CH:10]=[C:11]2[C:16]=1[CH:15]=[CH:14][C:3]([O:2][CH3:1])=[C:12]2[CH:13]=[O:17], predict the reactants needed to synthesize it. The reactants are: [CH3:1][O:2][CH:3](Cl)Cl.[Br:6][C:7]1[C:16]2[C:11](=[CH:12][C:13]([O:17]C)=[CH:14][CH:15]=2)[CH:10]=[CH:9][CH:8]=1. (7) Given the product [CH2:1]([O:3][C:4]([NH:6][C:7]1[CH:12]=[CH:11][C:10]([C:13]2[N:14]=[C:15]([CH2:18][N:19]3[CH:23]=[C:22]([C:24]([OH:26])=[O:25])[CH:21]=[N:20]3)[S:16][CH:17]=2)=[CH:9][CH:8]=1)=[O:5])[CH3:2], predict the reactants needed to synthesize it. The reactants are: [CH2:1]([O:3][C:4]([NH:6][C:7]1[CH:12]=[CH:11][C:10]([C:13]2[N:14]=[C:15]([CH2:18][N:19]3[CH:23]=[C:22]([C:24]([O:26]CC)=[O:25])[CH:21]=[N:20]3)[S:16][CH:17]=2)=[CH:9][CH:8]=1)=[O:5])[CH3:2].[OH-].[Na+].Cl. (8) Given the product [N+:1]([C:4]1[N:9]=[CH:8][C:7]([N:10]2[CH2:15][C@@H:14]3[CH2:16][C@H:11]2[CH2:12][NH:13]3)=[CH:6][CH:5]=1)([O-:3])=[O:2], predict the reactants needed to synthesize it. The reactants are: [N+:1]([C:4]1[N:9]=[CH:8][C:7]([N:10]2[CH2:15][C@@H:14]3[CH2:16][C@H:11]2[CH2:12][N:13]3C(OC(C)(C)C)=O)=[CH:6][CH:5]=1)([O-:3])=[O:2].FC(F)(F)C(O)=O.C(Cl)Cl. (9) Given the product [F:17][C:9]1[CH:8]=[C:7]([NH:6][C:4](=[O:5])[C:3]2[CH:18]=[C:19]([CH2:22][NH:23][C:24]([C:26]([CH3:29])([CH3:28])[CH3:27])=[O:25])[CH:20]=[CH:21][C:2]=2[Cl:1])[CH:15]=[C:11]([C:12]([NH:35][C:34]2[CH:36]=[CH:37][C:31]([Br:30])=[CH:32][CH:33]=2)=[O:14])[C:10]=1[F:16], predict the reactants needed to synthesize it. The reactants are: [Cl:1][C:2]1[CH:21]=[CH:20][C:19]([CH2:22][NH:23][C:24]([C:26]([CH3:29])([CH3:28])[CH3:27])=[O:25])=[CH:18][C:3]=1[C:4]([NH:6][C:7]1[CH:8]=[C:9]([F:17])[C:10]([F:16])=[C:11]([CH:15]=1)[C:12]([OH:14])=O)=[O:5].[Br:30][C:31]1[CH:37]=[CH:36][C:34]([NH2:35])=[CH:33][CH:32]=1. (10) Given the product [Br:30][C:11]1[C:2](=[O:1])[O:3][C:4]2[C:9]([CH:10]=1)=[CH:8][CH:7]=[C:6]([N:12]1[CH2:13][CH2:14][N:15]([C:18]([O:20][C:21]([CH3:24])([CH3:23])[CH3:22])=[O:19])[CH2:16][CH2:17]1)[CH:5]=2, predict the reactants needed to synthesize it. The reactants are: [O:1]=[C:2]1[CH:11]=[CH:10][C:9]2[C:4](=[CH:5][C:6]([N:12]3[CH2:17][CH2:16][N:15]([C:18]([O:20][C:21]([CH3:24])([CH3:23])[CH3:22])=[O:19])[CH2:14][CH2:13]3)=[CH:7][CH:8]=2)[O:3]1.C([O-])(=O)C.[Na+].[Br:30]Br.O.